From a dataset of Forward reaction prediction with 1.9M reactions from USPTO patents (1976-2016). Predict the product of the given reaction. (1) Given the reactants [H-].[Na+].[CH3:3][C:4]1[N:5]=[C:6]([C:11]2[CH:16]=[CH:15][C:14]([C:17]([F:20])([F:19])[F:18])=[CH:13][CH:12]=2)[S:7][C:8]=1[CH2:9][OH:10].[CH3:21][O:22][C:23](=[O:32])[C:24]1[CH:29]=[CH:28][C:27](CBr)=[CH:26][CH:25]=1.[CH2:33]1COCC1, predict the reaction product. The product is: [CH3:21][O:22][C:23](=[O:32])[C:24]1[CH:25]=[CH:26][C:27]([CH:9]([C:8]2[S:7][C:6]([C:11]3[CH:12]=[CH:13][C:14]([C:17]([F:20])([F:18])[F:19])=[CH:15][CH:16]=3)=[N:5][C:4]=2[CH3:3])[O:10][CH3:33])=[CH:28][CH:29]=1. (2) Given the reactants [NH:1]1[CH2:7][CH2:6][CH2:5][CH:4]([OH:8])[CH2:3][CH2:2]1.F[C:10]1[CH:15]=[CH:14][C:13]([N+:16]([O-:18])=[O:17])=[CH:12][CH:11]=1.C([O-])([O-])=O.[Cs+].[Cs+].CN(C=O)C, predict the reaction product. The product is: [N+:16]([C:13]1[CH:14]=[CH:15][C:10]([N:1]2[CH2:7][CH2:6][CH2:5][CH:4]([OH:8])[CH2:3][CH2:2]2)=[CH:11][CH:12]=1)([O-:18])=[O:17]. (3) Given the reactants [CH:1]1([CH2:6][CH:7]([C:11]2[CH:16]=[CH:15][C:14]([S:17]([CH3:20])(=[O:19])=[O:18])=[C:13]([N+:21]([O-:23])=[O:22])[CH:12]=2)[C:8]([OH:10])=O)[CH2:5][CH2:4][CH2:3][CH2:2]1.C(N(CC)CC)C.F[P-](F)(F)(F)(F)F.N1(O[P+](N(C)C)(N(C)C)N(C)C)C2C=CC=CC=2N=N1.[NH2:58][C:59]1[S:60][C:61]2[CH:67]=[CH:66][CH:65]=[CH:64][C:62]=2[N:63]=1.Cl, predict the reaction product. The product is: [S:60]1[C:61]2[CH:67]=[CH:66][CH:65]=[CH:64][C:62]=2[N:63]=[C:59]1[NH:58][C:8](=[O:10])[CH:7]([C:11]1[CH:16]=[CH:15][C:14]([S:17]([CH3:20])(=[O:18])=[O:19])=[C:13]([N+:21]([O-:23])=[O:22])[CH:12]=1)[CH2:6][CH:1]1[CH2:2][CH2:3][CH2:4][CH2:5]1. (4) Given the reactants Br[C:2]1[CH:3]=[C:4]([CH:8]([CH3:10])[CH3:9])[CH:5]=[CH:6][CH:7]=1.[Cu](C#N)[C:12]#[N:13].O.N, predict the reaction product. The product is: [CH:8]([C:4]1[CH:3]=[C:2]([CH:7]=[CH:6][CH:5]=1)[C:12]#[N:13])([CH3:10])[CH3:9]. (5) Given the reactants [C:1]([O:5][C:6]([N:8]([CH3:45])[C@H:9]([C:21]([NH:23][C@H:24]([C:29]([N:31]([C@@H:33]([CH:42]([CH3:44])[CH3:43])/[CH:34]=[C:35](\[CH3:41])/[C:36]([O:38]CC)=[O:37])[CH3:32])=[O:30])[C:25]([CH3:28])([CH3:27])[CH3:26])=[O:22])[C:10]([CH3:20])([CH3:19])[C:11]1[CH:16]=[CH:15][CH:14]=[CH:13][C:12]=1[O:17][CH3:18])=[O:7])([CH3:4])([CH3:3])[CH3:2].O.[OH-].[Li+], predict the reaction product. The product is: [C:1]([O:5][C:6]([N:8]([CH3:45])[C@H:9]([C:21]([NH:23][C@H:24]([C:29]([N:31]([C@@H:33]([CH:42]([CH3:43])[CH3:44])/[CH:34]=[C:35](/[C:36]([OH:38])=[O:37])\[CH3:41])[CH3:32])=[O:30])[C:25]([CH3:26])([CH3:27])[CH3:28])=[O:22])[C:10]([CH3:20])([CH3:19])[C:11]1[CH:16]=[CH:15][CH:14]=[CH:13][C:12]=1[O:17][CH3:18])=[O:7])([CH3:2])([CH3:3])[CH3:4].